From a dataset of Full USPTO retrosynthesis dataset with 1.9M reactions from patents (1976-2016). Predict the reactants needed to synthesize the given product. The reactants are: [F:1][C:2]1[CH:3]=[C:4]([CH:45]=[C:46]([F:48])[CH:47]=1)[CH2:5][N:6]([CH2:29][C:30](=[O:44])[C:31]1[CH:35]=[CH:34][N:33](COCC[Si](C)(C)C)[N:32]=1)[C:7]([C:9]1[CH:10]=[N:11][N:12]([C@H:18]2[CH2:23][CH2:22][C@H:21]([C:24]([O:26]CC)=[O:25])[CH2:20][CH2:19]2)[C:13]=1[C:14]([F:17])([F:16])[F:15])=[O:8].Cl. Given the product [F:48][C:46]1[CH:45]=[C:4]([CH:3]=[C:2]([F:1])[CH:47]=1)[CH2:5][N:6]([CH2:29][C:30](=[O:44])[C:31]1[CH:35]=[CH:34][NH:33][N:32]=1)[C:7]([C:9]1[CH:10]=[N:11][N:12]([C@H:18]2[CH2:23][CH2:22][C@H:21]([C:24]([OH:26])=[O:25])[CH2:20][CH2:19]2)[C:13]=1[C:14]([F:15])([F:16])[F:17])=[O:8], predict the reactants needed to synthesize it.